From a dataset of Forward reaction prediction with 1.9M reactions from USPTO patents (1976-2016). Predict the product of the given reaction. (1) Given the reactants [CH:1]([C:4]1[CH:5]=[C:6]([CH:22]=[CH:23][C:24]=1[O:25]C)[O:7][C:8]1[C:13]([CH3:14])=[CH:12][C:11]([NH:15][C:16]2[NH:20][N:19]=[N:18][N:17]=2)=[CH:10][C:9]=1[CH3:21])([CH3:3])[CH3:2].B(Br)(Br)Br, predict the reaction product. The product is: [CH3:14][C:13]1[CH:12]=[C:11]([NH:15][C:16]2[NH:20][N:19]=[N:18][N:17]=2)[CH:10]=[C:9]([CH3:21])[C:8]=1[O:7][C:6]1[CH:22]=[CH:23][C:24]([OH:25])=[C:4]([CH:1]([CH3:3])[CH3:2])[CH:5]=1. (2) Given the reactants [Cl:1][C:2]1[CH:7]=[CH:6][C:5](B(O)O)=[CH:4][C:3]=1[C:11]([NH:13][CH2:14][C:15]12[CH2:24][CH:19]3[CH2:20][CH:21]([CH2:23][CH:17]([CH2:18]3)[CH2:16]1)[CH2:22]2)=[O:12].Br[C:26]1[CH:35]=[CH:34][C:33]([F:36])=[CH:32][C:27]=1[C:28]([O:30][CH3:31])=[O:29].O1CCCC1.C(=O)([O-])[O-].[K+].[K+], predict the reaction product. The product is: [Cl:1][C:2]1[CH:7]=[CH:6][C:5]([C:26]2[C:27]([C:28]([O:30][CH3:31])=[O:29])=[CH:32][C:33]([F:36])=[CH:34][CH:35]=2)=[CH:4][C:3]=1[C:11]([NH:13][CH2:14][C:15]12[CH2:24][CH:19]3[CH2:20][CH:21]([CH2:23][CH:17]([CH2:18]3)[CH2:16]1)[CH2:22]2)=[O:12]. (3) Given the reactants [CH3:1][CH2:2][Mg+].[Br-].C1COCC1.[Cl:10][C:11]1[CH:16]=[CH:15][C:14]([CH:17]([CH2:22][C:23]#[N:24])[C:18]([O:20]C)=O)=[CH:13][CH:12]=1.O, predict the reaction product. The product is: [Cl:10][C:11]1[CH:12]=[CH:13][C:14]([CH:17]2[CH2:22][C:23]3([CH2:2][CH2:1]3)[NH:24][C:18]2=[O:20])=[CH:15][CH:16]=1.